The task is: Predict the reactants needed to synthesize the given product.. This data is from Full USPTO retrosynthesis dataset with 1.9M reactions from patents (1976-2016). The reactants are: Br[C:2]1[C:3]([CH:11]=[O:12])=[CH:4][C:5]2[O:9][CH2:8][O:7][C:6]=2[CH:10]=1.[CH:13]([O-:17])([O-])OC.O.[C:19]1(C)C=CC(S(O)(=O)=O)=C[CH:20]=1.CN(C)CCN(C)C.C([Li])CCC.CCCCCC.Cl.C(=O)([O-])[O-:51].[K+].[K+].C(I)C. Given the product [CH:13]([C:2]1[C:3]([C:11]([O:12][CH2:19][CH3:20])=[O:51])=[CH:4][C:5]2[O:9][CH2:8][O:7][C:6]=2[CH:10]=1)=[O:17], predict the reactants needed to synthesize it.